This data is from Full USPTO retrosynthesis dataset with 1.9M reactions from patents (1976-2016). The task is: Predict the reactants needed to synthesize the given product. (1) Given the product [C:29]([N:26]1[CH2:27][CH2:28][C:23]2[N:22]([CH:32]3[CH2:36][CH2:35][O:34][CH2:33]3)[N:21]=[C:20]([N:12]3[C:13]4[C:9](=[CH:8][C:7]([C:5]5[CH:4]=[N:3][N:2]([CH3:1])[CH:6]=5)=[CH:15][CH:14]=4)[CH:10]([CH2:16][C:17]#[N:18])[CH2:11]3)[C:24]=2[CH2:25]1)(=[O:31])[CH3:30], predict the reactants needed to synthesize it. The reactants are: [CH3:1][N:2]1[CH:6]=[C:5]([C:7]2[CH:8]=[C:9]3[C:13](=[CH:14][CH:15]=2)[NH:12][CH2:11][CH:10]3[CH2:16][C:17]#[N:18])[CH:4]=[N:3]1.Br[C:20]1[C:24]2[CH2:25][N:26]([C:29](=[O:31])[CH3:30])[CH2:27][CH2:28][C:23]=2[N:22]([CH:32]2[CH2:36][CH2:35][O:34][CH2:33]2)[N:21]=1.C1(P(C2CCCCC2)C2C=CC=CC=2C2C(OC(C)C)=CC=CC=2OC(C)C)CCCCC1.C(O[Na])(C)(C)C. (2) The reactants are: C(OC([N:8]1[CH2:13][CH2:12][CH:11]([CH2:14][CH2:15][N:16]2[C:24]([O:25][CH3:26])=[N:23][C:22]3[C:17]2=[N:18][C:19]([O:28][CH2:29][CH2:30][O:31][CH3:32])=[N:20][C:21]=3[NH2:27])[CH2:10][CH2:9]1)=O)(C)(C)C.FC(F)(F)C(O)=O.C(=O)([O-])[O-].[K+].[K+].Cl[CH2:47][C:48]([NH:50][C:51]1[CH:56]=[CH:55][CH:54]=[C:53]([CH2:57][C:58]([O:60][CH3:61])=[O:59])[CH:52]=1)=[O:49]. Given the product [CH3:26][O:25][C:24]1[N:16]([CH2:15][CH2:14][CH:11]2[CH2:10][CH2:9][N:8]([CH2:47][C:48]([NH:50][C:51]3[CH:56]=[CH:55][CH:54]=[C:53]([CH2:57][C:58]([O:60][CH3:61])=[O:59])[CH:52]=3)=[O:49])[CH2:13][CH2:12]2)[C:17]2[C:22]([N:23]=1)=[C:21]([NH2:27])[N:20]=[C:19]([O:28][CH2:29][CH2:30][O:31][CH3:32])[N:18]=2, predict the reactants needed to synthesize it. (3) Given the product [CH3:25][O:24][CH:22]=[C:19]([C:20]([O:41][CH3:42])=[O:21])[O:18][C:14]1[CH:15]=[CH:16][CH:17]=[C:5]([O:4][C:3]([C:26]([O:28][CH3:29])=[O:27])=[CH:2][O:1][CH3:30])[C:6]=1[C:7]([O:9][C:10]([CH3:12])([CH3:13])[CH3:11])=[O:8], predict the reactants needed to synthesize it. The reactants are: [OH:1][CH:2]=[C:3]([C:26]([O:28][CH3:29])=[O:27])[O:4][C:5]1[CH:17]=[CH:16][CH:15]=[C:14]([O:18][C:19]([C:22]([O:24][CH3:25])=O)=[CH:20][OH:21])[C:6]=1[C:7]([O:9][C:10]([CH3:13])([CH3:12])[CH3:11])=[O:8].[C:30](=O)([O-])[O-].[K+].[K+].S([O:41][CH3:42])(OC)(=O)=O. (4) Given the product [Cl:1][C:2]1[CH:3]=[C:4]([N:8]2[CH2:9][CH2:10][CH:11]([C:14]([OH:16])=[O:15])[CH2:12][CH2:13]2)[CH:5]=[CH:6][CH:7]=1, predict the reactants needed to synthesize it. The reactants are: [Cl:1][C:2]1[CH:3]=[C:4]([N:8]2[CH2:13][CH2:12][CH:11]([C:14]([O:16]CC)=[O:15])[CH2:10][CH2:9]2)[CH:5]=[CH:6][CH:7]=1.[OH-].[K+]. (5) Given the product [C:1]([C:5]1[CH:10]=[CH:9][C:8]([S:11]([N:14]2[CH2:19][CH2:18][N:17]([C:20]([CH:22]3[CH2:23][CH2:24]3)=[O:21])[CH2:16][CH:15]2[CH2:25][O:26][CH3:27])(=[O:12])=[O:13])=[CH:7][CH:6]=1)([CH3:4])([CH3:2])[CH3:3], predict the reactants needed to synthesize it. The reactants are: [C:1]([C:5]1[CH:10]=[CH:9][C:8]([S:11]([N:14]2[CH2:19][CH2:18][N:17]([C:20]([CH:22]3[CH2:24][CH2:23]3)=[O:21])[CH2:16][CH:15]2[CH2:25][OH:26])(=[O:13])=[O:12])=[CH:7][CH:6]=1)([CH3:4])([CH3:3])[CH3:2].[CH3:27]N(C=O)C.CI.[H-].[Na+]. (6) Given the product [CH:22]1([C:14]2[C:15]([F:21])=[C:16]([C:17]([F:20])([F:19])[F:18])[N:12]([CH2:11][C:9]3[N:10]=[C:5]4[S:4][C:3]([CH3:26])=[C:2]([C@@H:36]5[CH2:37][C@H:35]5[CH2:34][OH:33])[N:6]4[C:7](=[O:25])[CH:8]=3)[N:13]=2)[CH2:24][CH2:23]1, predict the reactants needed to synthesize it. The reactants are: Br[C:2]1[N:6]2[C:7](=[O:25])[CH:8]=[C:9]([CH2:11][N:12]3[C:16]([C:17]([F:20])([F:19])[F:18])=[C:15]([F:21])[C:14]([CH:22]4[CH2:24][CH2:23]4)=[N:13]3)[N:10]=[C:5]2[S:4][C:3]=1[CH3:26].C(=O)([O-])[O-].[Na+].[Na+].[OH:33][CH2:34][C@@H:35]1[CH2:37][C@H:36]1[B-](F)(F)F.[K+].O. (7) The reactants are: [CH2:1]([N:3]1[C:10]2[CH:9]=[C:8]([C:11](O)=O)[NH:7][C:6]=2[C:5]([N:14]([CH3:23])[S:15]([C:18]2[S:19][CH:20]=[CH:21][CH:22]=2)(=[O:17])=[O:16])=[CH:4]1)[CH3:2].Cl.C([S:44][CH2:45][CH2:46][NH2:47])(C1C=CC=CC=1)(C1C=CC=CC=1)C1C=CC=CC=1.N1(O)C2C=CC=CC=2N=N1.Cl.CN(C)CCCN=C=NCC.C1(P(=O)(C2C=CC=CC=2)C2C=CC=CC=2)C=CC=CC=1.FC(F)(F)S(OS(C(F)(F)F)(=O)=O)(=O)=O. Given the product [S:44]1[CH2:45][CH2:46][N:47]=[C:11]1[C:8]1[NH:7][C:6]2[C:5]([N:14]([CH3:23])[S:15]([C:18]3[S:19][CH:20]=[CH:21][CH:22]=3)(=[O:17])=[O:16])=[CH:4][N:3]([CH2:1][CH3:2])[C:10]=2[CH:9]=1, predict the reactants needed to synthesize it. (8) Given the product [C:19]1([CH:25]([CH:27]2[CH2:32][CH2:31][O:30][CH2:29][CH2:28]2)[OH:26])[CH:20]=[CH:21][CH:22]=[CH:23][CH:24]=1, predict the reactants needed to synthesize it. The reactants are: BrC1C=NC2C3C=CC(C(OC)=O)=CC=3NC=2C=1.[C:19]1([C@@H:25]([CH:27]2[CH2:32][CH2:31][O:30][CH2:29][CH2:28]2)[OH:26])[CH:24]=[CH:23][CH:22]=[CH:21][CH:20]=1.